This data is from Full USPTO retrosynthesis dataset with 1.9M reactions from patents (1976-2016). The task is: Predict the reactants needed to synthesize the given product. (1) The reactants are: [NH:1]1[C:5]2[CH:6]=[CH:7][CH:8]=[CH:9][C:4]=2[N:3]=[C:2]1[CH2:10][N:11]1[C@@H:24]2[C@@H:15]([CH2:16][CH2:17][C:18]3[C:23]2=[N:22][CH:21]=[CH:20][CH:19]=3)[CH2:14][CH2:13][CH2:12]1.C(=O)([O-])[O-].[K+].[K+].Cl.Cl[CH2:33][CH2:34][CH2:35][N:36]1[CH2:41][CH2:40][O:39][CH2:38][CH2:37]1.[I-].[K+]. Given the product [N:36]1([CH2:35][CH2:34][CH2:33][N:1]2[C:5]3[CH:6]=[CH:7][CH:8]=[CH:9][C:4]=3[N:3]=[C:2]2[CH2:10][N:11]2[C@@H:24]3[C@@H:15]([CH2:16][CH2:17][C:18]4[C:23]3=[N:22][CH:21]=[CH:20][CH:19]=4)[CH2:14][CH2:13][CH2:12]2)[CH2:41][CH2:40][O:39][CH2:38][CH2:37]1, predict the reactants needed to synthesize it. (2) Given the product [OH:1][C:2]1[CH:9]=[CH:8][C:5]([CH2:6][CH:12]([C:11](=[O:10])[CH2:17][CH3:18])[C:13]([O:15][CH3:16])=[O:14])=[CH:4][CH:3]=1, predict the reactants needed to synthesize it. The reactants are: [OH:1][C:2]1[CH:9]=[CH:8][C:5]([CH:6]=O)=[CH:4][CH:3]=1.[O:10]=[C:11]([CH2:17][CH3:18])[CH2:12][C:13]([O:15][CH3:16])=[O:14]. (3) Given the product [NH2:12][C:3]1[CH:4]=[C:5]([S:8]([NH2:11])(=[O:9])=[O:10])[CH:6]=[CH:7][C:2]=1[CH3:1], predict the reactants needed to synthesize it. The reactants are: [CH3:1][C:2]1[CH:7]=[CH:6][C:5]([S:8]([NH2:11])(=[O:10])=[O:9])=[CH:4][C:3]=1[N+:12]([O-])=O. (4) Given the product [CH3:1][O:2][C:3]([C:5]1[CH:10]=[CH:9][CH:8]=[C:7]([C:11]2[CH:15]=[N:14][N:13]([CH2:17][CH2:18][CH2:19][Cl:20])[CH:12]=2)[N:6]=1)=[O:4], predict the reactants needed to synthesize it. The reactants are: [CH3:1][O:2][C:3]([C:5]1[CH:10]=[CH:9][CH:8]=[C:7]([C:11]2[CH:12]=[N:13][NH:14][CH:15]=2)[N:6]=1)=[O:4].Br[CH2:17][CH2:18][CH2:19][Cl:20].C([O-])([O-])=O.[Cs+].[Cs+].